Dataset: Forward reaction prediction with 1.9M reactions from USPTO patents (1976-2016). Task: Predict the product of the given reaction. (1) The product is: [Cl:1][C:2]1[N:7]=[C:6]([C:8]([NH2:19])=[O:9])[C:5]([NH:13][CH:14]2[CH2:18][CH2:17][O:16][CH2:15]2)=[CH:4][N:3]=1. Given the reactants [Cl:1][C:2]1[N:7]=[C:6]([C:8](OCC)=[O:9])[C:5]([NH:13][CH:14]2[CH2:18][CH2:17][O:16][CH2:15]2)=[CH:4][N:3]=1.[NH3:19], predict the reaction product. (2) Given the reactants [CH3:1][O:2][C@@H:3]([C@@H:21]1[CH2:25][CH2:24][CH2:23][N:22]1[C:26](=[O:45])[CH2:27][C@@H:28]([O:43][CH3:44])[C@@H:29]([N:34]([CH3:42])[C:35](=[O:41])[C@H:36]([CH:38]([CH3:40])[CH3:39])[NH2:37])[C@@H:30]([CH3:33])[CH2:31][CH3:32])[C@@H:4]([CH3:20])[C:5]([NH:7][C@H:8]([C:16]([O:18][CH3:19])=[O:17])[CH2:9][C:10]1[CH:15]=[CH:14][CH:13]=[CH:12][CH:11]=1)=[O:6].C1C2C(COC([NH:63][C@@:64]([C:69](O)=[O:70])([CH3:68])[CH:65]([CH3:67])[CH3:66])=O)C3C(=CC=CC=3)C=2C=CC=1.CCN(C(C)C)C(C)C.CN(C(ON1N=NC2C=CC=NC1=2)=[N+](C)C)C.F[P-](F)(F)(F)(F)F.C(NCC)C, predict the reaction product. The product is: [CH3:66][CH:65]([CH3:67])[C@:64]([C:69]([NH:37][C@H:36]([C:35]([N:34]([C@@H:29]([C@@H:30]([CH3:33])[CH2:31][CH3:32])[C@H:28]([O:43][CH3:44])[CH2:27][C:26]([N:22]1[CH2:23][CH2:24][CH2:25][C@H:21]1[C@H:3]([O:2][CH3:1])[C@@H:4]([CH3:20])[C:5]([NH:7][C@@H:8]([CH2:9][C:10]1[CH:11]=[CH:12][CH:13]=[CH:14][CH:15]=1)[C:16]([O:18][CH3:19])=[O:17])=[O:6])=[O:45])[CH3:42])=[O:41])[CH:38]([CH3:39])[CH3:40])=[O:70])([CH3:68])[NH2:63]. (3) Given the reactants [NH2:1][C:2]1[C:10]2[C:5](=[N:6][CH:7]=[CH:8][C:9]=2[C:11]([F:14])([F:13])[F:12])[S:4][C:3]=1[C:15]([OH:17])=O.CN(C(ON1N=NC2C=CC=NC1=2)=[N+](C)C)C.F[P-](F)(F)(F)(F)F.CCN(C(C)C)C(C)C.[CH3:51][C:52]1[CH:57]=[CH:56][C:55]([CH2:58][CH2:59][NH2:60])=[CH:54][CH:53]=1, predict the reaction product. The product is: [NH2:1][C:2]1[C:10]2[C:5](=[N:6][CH:7]=[CH:8][C:9]=2[C:11]([F:12])([F:13])[F:14])[S:4][C:3]=1[C:15]([NH:60][CH2:59][CH2:58][C:55]1[CH:56]=[CH:57][C:52]([CH3:51])=[CH:53][CH:54]=1)=[O:17].